This data is from Reaction yield outcomes from USPTO patents with 853,638 reactions. The task is: Predict the reaction yield, written as a fraction of the theoretical maximum amount of product (1.0 means a 100% yield; for example, 0.34 means a 34% yield). (1) The reactants are [F:1][C:2]1[CH:3]=[C:4]2[C:8](=[CH:9][CH:10]=1)[NH:7][C:6](=[O:11])/[C:5]/2=[CH:12]\[C:13]1[NH:22][C:21]2[CH2:20][CH2:19][CH2:18][N:17]([CH2:23][C@H:24]([OH:32])[CH2:25][N:26]3[CH2:31][CH2:30][O:29][CH2:28][CH2:27]3)[C:16](=[O:33])[C:15]=2[C:14]=1[CH3:34].[C:35]([OH:42])(=[O:41])/[CH:36]=[CH:37]\[C:38]([OH:40])=[O:39]. The catalyst is CO. The product is [C:35]([OH:42])(=[O:41])/[CH:36]=[CH:37]\[C:38]([OH:40])=[O:39].[F:1][C:2]1[CH:3]=[C:4]2[C:8](=[CH:9][CH:10]=1)[NH:7][C:6](=[O:11])/[C:5]/2=[CH:12]\[C:13]1[NH:22][C:21]2[CH2:20][CH2:19][CH2:18][N:17]([CH2:23][C@H:24]([OH:32])[CH2:25][N:26]3[CH2:27][CH2:28][O:29][CH2:30][CH2:31]3)[C:16](=[O:33])[C:15]=2[C:14]=1[CH3:34]. The yield is 0.911. (2) The reactants are [CH2:1]([O:3][C:4]([C:6]1[CH:7]=[N:8][N:9]([C:11]2[N:15]([CH2:16][O:17][CH2:18][CH2:19][O:20][CH3:21])[C:14]3[CH:22]=[C:23]([Cl:34])[C:24](SC4C=C(C)C=CC=4)=[CH:25][C:13]=3[N:12]=2)[CH:10]=1)=[O:5])[CH3:2].ClC1C(S[C:54]2[CH:55]=[C:56]([CH3:60])[CH:57]=[CH:58][CH:59]=2)=CC2N=C(N3C=C(C(O)=O)C=N3)NC=2C=1.O[O:62][S:63]([O-:65])=O.[K+].S([O-])([O-])(=O)=S.[Na+].[Na+]. The catalyst is C([O-])(O)=O.[Na+].ClCCl.O.CO. The product is [CH2:1]([O:3][C:4]([C:6]1[CH:7]=[N:8][N:9]([C:11]2[N:15]([CH2:16][O:17][CH2:18][CH2:19][O:20][CH3:21])[C:14]3[CH:22]=[C:23]([Cl:34])[C:24]([S:63]([C:54]4[CH:55]=[C:56]([CH3:60])[CH:57]=[CH:58][CH:59]=4)(=[O:65])=[O:62])=[CH:25][C:13]=3[N:12]=2)[CH:10]=1)=[O:5])[CH3:2]. The yield is 0.620. (3) The reactants are [CH3:1][N:2]([CH3:38])[C:3]1[CH:8]=[CH:7][CH:6]=[CH:5][C:4]=1[CH2:9][N:10]([CH2:21][C:22]1[N:23]=[C:24]2[CH:29]=[CH:28][CH:27]=[C:26]([N:30]3[CH2:35][CH2:34][N:33]([CH3:36])[CH2:32][CH2:31]3)[N:25]2[CH:37]=1)[C@@H:11]1[C:20]2[N:19]=[CH:18][CH:17]=[CH:16][C:15]=2[CH2:14][CH2:13][CH2:12]1.[CH2:39]=[O:40]. The catalyst is C(O)(=O)C.ClCCl. The product is [CH3:1][N:2]([CH3:38])[C:3]1[CH:8]=[CH:7][CH:6]=[CH:5][C:4]=1[CH2:9][N:10]([CH2:21][C:22]1[N:23]=[C:24]2[CH:29]=[CH:28][CH:27]=[C:26]([N:30]3[CH2:31][CH2:32][N:33]([CH3:36])[CH2:34][CH2:35]3)[N:25]2[C:37]=1[CH2:39][OH:40])[C@@H:11]1[C:20]2[N:19]=[CH:18][CH:17]=[CH:16][C:15]=2[CH2:14][CH2:13][CH2:12]1. The yield is 0.550. (4) The reactants are [N:1]1([C:10]2[C:19]3[C:14](=[CH:15][CH:16]=[C:17](I)[CH:18]=3)[N:13]=[CH:12][N:11]=2)[C:9]2[C:4](=[CH:5][CH:6]=[CH:7][CH:8]=2)[CH2:3][CH2:2]1.CC1(C)C(C)(C)OB([C:29]2[CH:30]=[C:31]3[CH:37]=[CH:36][N:35]([Si:38]([CH:45]([CH3:47])[CH3:46])([CH:42]([CH3:44])[CH3:43])[CH:39]([CH3:41])[CH3:40])[C:32]3=[N:33][CH:34]=2)O1.C(=O)([O-])O.[Na+]. The catalyst is O1CCOCC1.O.CC(=O)OCC.Cl[Pd](Cl)([P](C1C=CC=CC=1)(C1C=CC=CC=1)C1C=CC=CC=1)[P](C1C=CC=CC=1)(C1C=CC=CC=1)C1C=CC=CC=1. The product is [N:1]1([C:10]2[C:19]3[C:14](=[CH:15][CH:16]=[C:17]([C:29]4[CH:30]=[C:31]5[CH:37]=[CH:36][N:35]([Si:38]([CH:42]([CH3:44])[CH3:43])([CH:45]([CH3:47])[CH3:46])[CH:39]([CH3:40])[CH3:41])[C:32]5=[N:33][CH:34]=4)[CH:18]=3)[N:13]=[CH:12][N:11]=2)[C:9]2[C:4](=[CH:5][CH:6]=[CH:7][CH:8]=2)[CH2:3][CH2:2]1. The yield is 0.710. (5) The reactants are ClC1C=CC(C[CH2:9][C:10]([NH2:12])=O)=CC=1CC.[OH-].[Na+].C(OI([C:26]1[CH:31]=[CH:30][CH:29]=[CH:28][CH:27]=1)OC(=O)C)(=O)C.[ClH:32].CO.[CH2:35]1[CH2:39]OCC1. The catalyst is C1(C)C=CC=CC=1. The product is [Cl:32][C:26]1[CH:27]=[CH:28][C:29]([CH2:9][CH2:10][NH2:12])=[CH:30][C:31]=1[CH2:39][CH3:35]. The yield is 0.840. (6) The reactants are [OH:1][C:2]1[CH:3]=[C:4]2[C:9](=[CH:10][CH:11]=1)[N:8]=[CH:7][CH:6]=[CH:5]2.[I:12]I. The catalyst is CO.O. The product is [OH:1][C:2]1[C:3]([I:12])=[C:4]2[C:9](=[CH:10][CH:11]=1)[N:8]=[CH:7][CH:6]=[CH:5]2. The yield is 0.450. (7) The reactants are [OH:1][CH2:2][CH2:3][O:4][C:5]1[CH:14]=[CH:13][C:8]([C:9]([O:11]C)=[O:10])=[CH:7][C:6]=1[CH3:15].[OH-].[Na+]. The catalyst is O1CCOCC1. The product is [OH:1][CH2:2][CH2:3][O:4][C:5]1[CH:14]=[CH:13][C:8]([C:9]([OH:11])=[O:10])=[CH:7][C:6]=1[CH3:15]. The yield is 0.440. (8) The reactants are [Cl-].[C:2]([C:4]1[CH:29]=[CH:28][C:7]([CH2:8][P+](C2C=CC=CC=2)(C2C=CC=CC=2)C2C=CC=CC=2)=[CH:6][CH:5]=1)#[N:3].[H-].[Na+].[CH:32]([O:35][C:36]1[CH:41]=[CH:40][C:39]([N:42]2[C:46]3[CH:47]=[CH:48][C:49]([CH:51]=O)=[CH:50][C:45]=3[N:44]=[CH:43]2)=[CH:38][CH:37]=1)([CH3:34])[CH3:33]. The catalyst is O1CCCC1. The product is [CH:32]([O:35][C:36]1[CH:41]=[CH:40][C:39]([N:42]2[C:46]3[CH:47]=[CH:48][C:49](/[CH:51]=[CH:8]\[C:7]4[CH:6]=[CH:5][C:4]([C:2]#[N:3])=[CH:29][CH:28]=4)=[CH:50][C:45]=3[N:44]=[CH:43]2)=[CH:38][CH:37]=1)([CH3:34])[CH3:33]. The yield is 0.220. (9) The reactants are [CH2:1]([OH:11])[CH2:2][CH2:3][CH2:4][CH2:5][CH2:6][CH2:7][CH2:8][CH2:9][CH3:10].[C:12](O)(=[O:24])/[CH:13]=[CH:14]/[C:15]1[CH:23]=[CH:22][C:20]([OH:21])=[C:17]([O:18][CH3:19])[CH:16]=1.C1(P(C2C=CC=CC=2)C2C=CC=CC=2)C=CC=CC=1.CC(OC(/N=N/C(OC(C)C)=O)=O)C. The catalyst is C1COCC1. The product is [C:12]([O:11][CH2:1][CH2:2][CH2:3][CH2:4][CH2:5][CH2:6][CH2:7][CH2:8][CH2:9][CH3:10])(=[O:24])/[CH:13]=[CH:14]/[C:15]1[CH:23]=[CH:22][C:20]([OH:21])=[C:17]([O:18][CH3:19])[CH:16]=1. The yield is 0.762. (10) The reactants are [CH:1]1[CH2:6][CH2:5][CH:4]=[CH:3][CH:2]=1.[CH3:7][CH2:8][CH2:9][CH2:10][SnH:11]([CH2:16][CH2:17][CH2:18][CH3:19])[CH2:12][CH2:13][CH2:14][CH3:15]. The catalyst is C1C=CC=CC=1.C1C=CC([P]([Pd]([P](C2C=CC=CC=2)(C2C=CC=CC=2)C2C=CC=CC=2)([P](C2C=CC=CC=2)(C2C=CC=CC=2)C2C=CC=CC=2)[P](C2C=CC=CC=2)(C2C=CC=CC=2)C2C=CC=CC=2)(C2C=CC=CC=2)C2C=CC=CC=2)=CC=1. The product is [C:2]1([Sn:11]([CH2:12][CH2:13][CH2:14][CH3:15])([CH2:16][CH2:17][CH2:18][CH3:19])[CH2:10][CH2:9][CH2:8][CH3:7])[CH2:1][CH2:6][CH2:5][CH2:4][CH:3]=1. The yield is 0.786.